From a dataset of Experimentally validated miRNA-target interactions with 360,000+ pairs, plus equal number of negative samples. Binary Classification. Given a miRNA mature sequence and a target amino acid sequence, predict their likelihood of interaction. (1) The miRNA is hsa-miR-548j-3p with sequence CAAAAACUGCAUUACUUUUGC. The protein sequence of the target gene is MADYWKSQPKKFCDYCKCWIADNRPSVEFHERGKNHKENVARRISEIKQKSLDKAKEEEKASKEFAAMEAAALKAYQEDLKRLGLPLPSDISEPTVSPVISTVQPTPTSNQQKEKKKKKKKKEASKGGWVEGVTADGHCYYYDLITGASQWEKPEGFQGNLKKTAAKAVWVEGLSEDGYTYYYNTETGESKWEKPEDFIPHGGDVLSSKDSGKLPDTLEDAKSSDSHSDSEGEQKKAGEASTETKKLIIKFKEKNKSTEKRIGPEIQKEKSTPKQNPSNTNEEKPKTLKKSTNPYGEWQE.... Result: 0 (no interaction). (2) The miRNA is mmu-miR-1907 with sequence GAGCAGCAGAGGAUCUGGAGGU. The protein sequence of the target gene is MPVPPPPAPPPPPTFALANTEKPTLNKTEQAGRNALLSDISKGKKLKKTVTNDRSAPILDKPKGAGAGGGGGGFGGGGGFGGGGGGGGGGSFGGGGPPGLGGLFQAGMPKLRSTANRDNDSGGSRPPLLPPGGRSTSAKPFSPPSGPGRFPVPSPGHRSGPPEPQRNRMPPPRPDVGSKPDSIPPPVPSTPRPIQSSPHNRGSPPVPGGPRQPSPGPTPPPFPGNRGTALGGGSIRQSPLSSSSPFSNRPPLPPTPSRALDDKPPPPPPPVGNRPSIHREAVPPPPPQNNKPPVPSTPRP.... Result: 0 (no interaction). (3) The miRNA is hsa-miR-4266 with sequence CUAGGAGGCCUUGGCC. The protein sequence of the target gene is MQDPNADTEWNDILRKKGILPPKESLKELEEEEAEKEEQLLQQSVVKTYEDMTLEELEENEDEFSEEDERAIEMYRQQRLAEWKATQLKNKFGEVLEISGKDYVQEVTKAGEGLWVILHLYKQGIPLCSLINHHLSGLARKFPDVKFIKAISTTCIPNYPDRNLPTVFVYREGDIKAQFIGPLVFGGMNLTIDELEWKLSESGAIKTALEENPKKPIQDLLLSSVRGPVPMRRDSDSEDD. Result: 0 (no interaction). (4) The protein sequence of the target gene is MAARSVSGITRRVFMWTVSGTPCREFWSRFRKEKEPVVVETVEEKKEPILVCPPLRSRAYTPPEDLQSRLESYVKEVFGSSLPSNWQDISLEDSRLKFNLLAHLADDLGHVVPNSRLHQMCRVRDVLDFYNVPIQDRSKFDELSASNLPPNLKITWSY. Result: 0 (no interaction). The miRNA is hsa-miR-3614-5p with sequence CCACUUGGAUCUGAAGGCUGCCC. (5) The miRNA is mmu-miR-342-3p with sequence UCUCACACAGAAAUCGCACCCGU. The protein sequence of the target gene is MSAPLLKLGAVLSTMAMISNWMSQTLPSLVGLNTTRLSAPDTLTQISPKEGWQVYSSAQDPDGRCICTVVAPEQNLCSRDAKSRQLRQLLEKVQNMSQSIEVLNLRTQRDFQYVLKMETQMKGLKAKFRQIEDDRKTLMTKHFQELKEKMDELLPLIPVLEQYKTDAKLITQFKEEIRNLSSVLTGIQEEIGAYDYEELHQRVLSLETRLRDCMKKLTCGKLMKITGPITVKTSGTRFGAWMTDPLASEKNNRVWYMDSYTNNKIVREYKSIADFVSGAESRTYNLPFKWAGTNHVVYNG.... Result: 0 (no interaction).